Dataset: Reaction yield outcomes from USPTO patents with 853,638 reactions. Task: Predict the reaction yield, written as a fraction of the theoretical maximum amount of product (1.0 means a 100% yield; for example, 0.34 means a 34% yield). The reactants are [Cl:1][C:2]1[N:7]=[CH:6][C:5]([CH:8]=[O:9])=[CH:4][CH:3]=1.C1N2CCN(CC2)C1.[C:18]([O:22][CH3:23])(=[O:21])[CH:19]=[CH2:20]. The catalyst is O1CCOCC1.O.[Cl-].[Na+].O. The product is [CH3:23][O:22][C:18](=[O:21])[C:19]([CH:8]([C:5]1[CH:6]=[N:7][C:2]([Cl:1])=[CH:3][CH:4]=1)[OH:9])=[CH2:20]. The yield is 0.680.